This data is from Forward reaction prediction with 1.9M reactions from USPTO patents (1976-2016). The task is: Predict the product of the given reaction. (1) Given the reactants [CH3:1][C:2]1([CH3:27])[CH2:7][CH:6]([CH2:8][NH:9][C:10]2[C:15]([F:16])=[CH:14][CH:13]=[C:12]([O:17]CC3C=CC(OC)=CC=3)[N:11]=2)[CH2:5][CH2:4][O:3]1, predict the reaction product. The product is: [CH3:1][C:2]1([CH3:27])[CH2:7][CH:6]([CH2:8][NH:9][C:10]2[N:11]=[C:12]([OH:17])[CH:13]=[CH:14][C:15]=2[F:16])[CH2:5][CH2:4][O:3]1. (2) Given the reactants [S:1](Cl)([C:4]1[CH:12]=[CH:11][C:7]([N+:8]([O-:10])=[O:9])=[CH:6][CH:5]=1)(=[O:3])=[O:2].[C:14](#[N:16])[CH3:15].N[C@H](CO)C.C(OCC)(=O)C, predict the reaction product. The product is: [S:1]([N:16]1[CH2:15][CH2:14]1)([C:4]1[CH:12]=[CH:11][C:7]([N+:8]([O-:10])=[O:9])=[CH:6][CH:5]=1)(=[O:3])=[O:2]. (3) Given the reactants [NH2:1][C:2]1[N:11]=[C:10]([C:12]([N:14]2[CH2:22][C:21]3[C:16](=[CH:17][CH:18]=[CH:19][CH:20]=3)[CH2:15]2)=[O:13])[C:9]2[C:4](=[CH:5][CH:6]=[C:7]([C:23]([CH2:34][CH2:35][CH:36]([F:38])[F:37])([CH2:29][CH2:30][CH:31]([F:33])[F:32])[C:24]([O:26]CC)=[O:25])[CH:8]=2)[N:3]=1.[OH-].[Na+], predict the reaction product. The product is: [NH2:1][C:2]1[N:11]=[C:10]([C:12]([N:14]2[CH2:22][C:21]3[C:16](=[CH:17][CH:18]=[CH:19][CH:20]=3)[CH2:15]2)=[O:13])[C:9]2[C:4](=[CH:5][CH:6]=[C:7]([C:23]([CH2:29][CH2:30][CH:31]([F:33])[F:32])([CH2:34][CH2:35][CH:36]([F:37])[F:38])[C:24]([OH:26])=[O:25])[CH:8]=2)[N:3]=1. (4) Given the reactants C(OC(=O)[NH:7][C:8]1[CH:13]=[CH:12][N:11]=[CH:10][C:9]=1[CH:14]=[C:15]1[S:19][C:18]([N:20]2[CH2:25][CH2:24][CH2:23][CH2:22][CH2:21]2)=[N:17][C:16]1=[O:26])(C)(C)C.[ClH:28], predict the reaction product. The product is: [ClH:28].[NH2:7][C:8]1[CH:13]=[CH:12][N:11]=[CH:10][C:9]=1/[CH:14]=[C:15]1/[C:16](=[O:26])[N:17]=[C:18]([N:20]2[CH2:21][CH2:22][CH2:23][CH2:24][CH2:25]2)[S:19]/1. (5) Given the reactants [N+:1]([C:4]1[CH:5]=[N:6][CH:7]=[C:8]([C:10]#[C:11][Si](C)(C)C)[CH:9]=1)([O-:3])=[O:2].C([O-])([O-])=O.[K+].[K+], predict the reaction product. The product is: [C:10]([C:8]1[CH:7]=[N:6][CH:5]=[C:4]([N+:1]([O-:3])=[O:2])[CH:9]=1)#[CH:11].